This data is from Reaction yield outcomes from USPTO patents with 853,638 reactions. The task is: Predict the reaction yield, written as a fraction of the theoretical maximum amount of product (1.0 means a 100% yield; for example, 0.34 means a 34% yield). (1) The reactants are CC1(C)O[C:6](=[O:8])[C:5](=[CH:9][NH:10][C:11]2[CH:18]=[CH:17][C:14]([C:15]#[N:16])=[CH:13][CH:12]=2)C(=O)O1.C1C=CC(C2C=CC=CC=2)=CC=1.C1C=CC(OC2C=CC=CC=2)=CC=1. The catalyst is CCOCC. The product is [O:8]=[C:6]1[C:12]2[C:11](=[CH:18][CH:17]=[C:14]([C:15]#[N:16])[CH:13]=2)[NH:10][CH:9]=[CH:5]1. The yield is 0.940. (2) The reactants are [CH3:1][O:2][C:3]([C:5]1[CH:43]=[CH:42][C:8]2[N:9]([CH:36]3[CH2:41][CH2:40][CH2:39][CH2:38][CH2:37]3)[C:10]([C:12]3[CH:13]=[C:14]4[C:19](=[CH:20][CH:21]=3)[N:18]=[C:17]([C:22]3[C:27]([C:28]5[CH:33]=[CH:32][C:31]([Cl:34])=[CH:30][CH:29]=5)=[CH:26][CH:25]=[C:24]([OH:35])[CH:23]=3)[CH:16]=[CH:15]4)=[N:11][C:7]=2[CH:6]=1)=[O:4].N1C=CC=CC=1.[O:50](S(C(F)(F)F)(=O)=O)[S:51]([C:54]([F:57])([F:56])[F:55])(=O)=[O:52]. The catalyst is C(Cl)Cl.CN(C1C=CN=CC=1)C. The product is [CH3:1][O:2][C:3]([C:5]1[CH:43]=[CH:42][C:8]2[N:9]([CH:36]3[CH2:41][CH2:40][CH2:39][CH2:38][CH2:37]3)[C:10]([C:12]3[CH:13]=[C:14]4[C:19](=[CH:20][CH:21]=3)[N:18]=[C:17]([C:22]3[C:27]([C:28]5[CH:33]=[CH:32][C:31]([Cl:34])=[CH:30][CH:29]=5)=[CH:26][CH:25]=[C:24]([O:35][S:51]([C:54]([F:57])([F:56])[F:55])(=[O:52])=[O:50])[CH:23]=3)[CH:16]=[CH:15]4)=[N:11][C:7]=2[CH:6]=1)=[O:4]. The yield is 1.00. (3) The reactants are [CH3:1][N+:2]([CH3:4])=[CH2:3].[I-].[CH3:6][C:7]1([CH3:23])[C:11]([CH3:13])([CH3:12])[O:10][B:9]([C:14]2[CH:15]=[C:16]3[C:20](=[CH:21][CH:22]=2)[NH:19][CH:18]=[CH:17]3)[O:8]1. The catalyst is CC#N.CC(O)=O. The product is [CH3:3][N:2]([CH3:4])[CH2:1][C:17]1[C:16]2[C:20](=[CH:21][CH:22]=[C:14]([B:9]3[O:10][C:11]([CH3:13])([CH3:12])[C:7]([CH3:23])([CH3:6])[O:8]3)[CH:15]=2)[NH:19][CH:18]=1. The yield is 0.500.